This data is from Catalyst prediction with 721,799 reactions and 888 catalyst types from USPTO. The task is: Predict which catalyst facilitates the given reaction. (1) Reactant: [Cl:1][CH2:2][C:3]([O:10][CH2:11][CH3:12])(OCC)OCC.[NH2:13][C:14]1[CH:19]=[C:18]([C:20]([F:23])([F:22])[F:21])[CH:17]=CC=1O. Product: [Cl:1][CH2:2][C:3]1[O:10][C:11]2[CH:12]=[CH:17][C:18]([C:20]([F:23])([F:22])[F:21])=[CH:19][C:14]=2[N:13]=1. The catalyst class is: 15. (2) Reactant: [F:1][C:2]([F:13])([F:12])[C:3](=[O:11])[C:4]([F:10])([F:9])[C:5]([F:8])([F:7])[F:6]. Product: [C:2]([C:3]([C:4]([C:5]([F:6])([F:7])[F:8])([F:9])[F:10])=[O:11])([F:13])([F:12])[F:1].[F:1][C:2]([F:12])([F:13])[C:3](=[O:11])[C:4]([F:10])([F:9])[C:5]([F:8])([F:7])[F:6]. The catalyst class is: 17. (3) Reactant: [CH:1]1([OH:9])[CH2:8][CH2:7][CH2:6][CH2:5][CH2:4][CH:3]=[CH:2]1.[C:10]1([CH2:16][C:17](Cl)=[O:18])[CH:15]=[CH:14][CH:13]=[CH:12][CH:11]=1. Product: [C:10]1([CH2:16][C:17]([O:9][CH:1]2[CH2:8][CH2:7][CH2:6][CH2:5][CH2:4][CH:3]=[CH:2]2)=[O:18])[CH:15]=[CH:14][CH:13]=[CH:12][CH:11]=1. The catalyst class is: 154. (4) Reactant: S(Cl)([Cl:3])=O.[NH2:5][C:6]1[C:15]2[N:16]=[C:17]([CH2:32]O)[N:18]([CH2:19][C:20]3[O:24][N:23]=[C:22]([C:25]4[CH:30]=[CH:29][C:28]([F:31])=[CH:27][CH:26]=4)[CH:21]=3)[C:14]=2[C:13]2[CH:12]=[CH:11][CH:10]=[CH:9][C:8]=2[N:7]=1. Product: [ClH:3].[Cl:3][CH2:32][C:17]1[N:18]([CH2:19][C:20]2[O:24][N:23]=[C:22]([C:25]3[CH:30]=[CH:29][C:28]([F:31])=[CH:27][CH:26]=3)[CH:21]=2)[C:14]2[C:13]3[CH:12]=[CH:11][CH:10]=[CH:9][C:8]=3[N:7]=[C:6]([NH2:5])[C:15]=2[N:16]=1. The catalyst class is: 4. (5) The catalyst class is: 2. Product: [CH3:1][S:2]([C:3]1[N:8]=[C:7]([C:9]2[N:13]3[CH:14]=[CH:15][CH:16]=[C:17]([C:18]([OH:21])([CH3:19])[CH3:20])[C:12]3=[N:11][CH:10]=2)[CH:6]=[CH:5][N:4]=1)=[O:30]. Reactant: [CH3:1][S:2][C:3]1[N:8]=[C:7]([C:9]2[N:13]3[CH:14]=[CH:15][CH:16]=[C:17]([C:18]([OH:21])([CH3:20])[CH3:19])[C:12]3=[N:11][CH:10]=2)[CH:6]=[CH:5][N:4]=1.C1C=C(Cl)C=C(C(OO)=[O:30])C=1.